From a dataset of Catalyst prediction with 721,799 reactions and 888 catalyst types from USPTO. Predict which catalyst facilitates the given reaction. (1) Reactant: [CH3:1][C:2]1([CH3:16])[C:6]([CH3:7])=[CH:5][CH2:4][CH:3]1[CH2:8][CH:9]=[CH:10][C:11]([O:13]CC)=[O:12].C1COCC1. Product: [CH3:1][C:2]1([CH3:16])[C:6]([CH3:7])=[CH:5][CH2:4][CH:3]1[CH2:8][CH:9]=[CH:10][C:11]([OH:13])=[O:12]. The catalyst class is: 74. (2) Reactant: [C:1]([C:5]1[CH:6]=[C:7]2[C:12](=[C:13]([F:15])[CH:14]=1)[C:11](=[O:16])[N:10]([C:17]1[C:22]3[CH2:23][C:24]([N+]#[C-])(S(C4C=CC(C)=CC=4)(=O)=O)[CH2:25][C:26]4[C:31]([C:21]=3[CH:20]=[CH:19][CH:18]=1)=[CH:30][CH:29]=[C:28]([O:32][CH3:33])[N:27]=4)[N:9]=[CH:8]2)([CH3:4])([CH3:3])[CH3:2].Cl.CCCCCC.C(OCC)(=[O:55])C.C(=O)(O)[O-].[Na+]. Product: [C:1]([C:5]1[CH:6]=[C:7]2[C:12](=[C:13]([F:15])[CH:14]=1)[C:11](=[O:16])[N:10]([C:17]1[C:22]3[CH2:23][C:24](=[O:55])[CH2:25][C:26]4[C:31]([C:21]=3[CH:20]=[CH:19][CH:18]=1)=[CH:30][CH:29]=[C:28]([O:32][CH3:33])[N:27]=4)[N:9]=[CH:8]2)([CH3:4])([CH3:3])[CH3:2]. The catalyst class is: 4. (3) Reactant: [C:1]([O:5][C:6](=[O:20])[NH:7][CH2:8][CH2:9][N:10]1[C:18]2[C:17](Cl)=[N:16][CH:15]=[N:14][C:13]=2[CH:12]=[CH:11]1)([CH3:4])([CH3:3])[CH3:2].[NH2:21][C:22]1[CH:38]=[CH:37][C:25]([O:26][C:27]2[CH:28]=[C:29]([CH:34]=[CH:35][CH:36]=2)[C:30]([O:32][CH3:33])=[O:31])=[C:24]([Cl:39])[CH:23]=1.C(=O)([O-])O.[Na+]. Product: [C:1]([O:5][C:6]([NH:7][CH2:8][CH2:9][N:10]1[C:18]2[C:17]([NH:21][C:22]3[CH:38]=[CH:37][C:25]([O:26][C:27]4[CH:28]=[C:29]([CH:34]=[CH:35][CH:36]=4)[C:30]([O:32][CH3:33])=[O:31])=[C:24]([Cl:39])[CH:23]=3)=[N:16][CH:15]=[N:14][C:13]=2[CH:12]=[CH:11]1)=[O:20])([CH3:4])([CH3:3])[CH3:2]. The catalyst class is: 32. (4) Reactant: [CH3:1][N:2]([CH3:6])[CH2:3][CH2:4][OH:5].[H-].[Na+].[Cl:9][C:10]1[N:15]=[CH:14][C:13]2[N:16]=[C:17]([CH2:22]Cl)[N:18]([CH:19]([CH3:21])[CH3:20])[C:12]=2[CH:11]=1. Product: [Cl:9][C:10]1[N:15]=[CH:14][C:13]2[N:16]=[C:17]([CH2:22][O:5][CH2:4][CH2:3][N:2]([CH3:6])[CH3:1])[N:18]([CH:19]([CH3:21])[CH3:20])[C:12]=2[CH:11]=1. The catalyst class is: 20. (5) Reactant: [C:1]([O-:4])(=[O:3])[CH3:2].[K+].Cl[CH2:7][C:8]1[CH:9]=[C:10]([C:14](=[O:35])[C:15](=[C:26]2[NH:30][C:29]3[CH:31]=[CH:32][CH:33]=[CH:34][C:28]=3[NH:27]2)[C:16]([C:18]2[CH:23]=[C:22]([F:24])[CH:21]=[C:20]([F:25])[CH:19]=2)=[O:17])[CH:11]=[CH:12][CH:13]=1.[Cl-].[NH4+]. Product: [C:1]([O:4][CH2:7][C:8]1[CH:13]=[CH:12][CH:11]=[C:10]([C:14](=[O:35])[C:15](=[C:26]2[NH:27][C:28]3[CH:34]=[CH:33][CH:32]=[CH:31][C:29]=3[NH:30]2)[C:16]([C:18]2[CH:23]=[C:22]([F:24])[CH:21]=[C:20]([F:25])[CH:19]=2)=[O:17])[CH:9]=1)(=[O:3])[CH3:2]. The catalyst class is: 16. (6) Reactant: [CH3:1][O:2][C:3]1[CH:12]=[C:11]2[C:6]([N:7]=[C:8]([CH3:14])[C:9](=[O:13])[NH:10]2)=[CH:5][CH:4]=1.[H-].[Na+].CS(O[CH2:22][CH2:23][N:24]1[CH2:29][CH2:28][CH:27]([NH:30][C:31]([O:33][C:34]([CH3:37])([CH3:36])[CH3:35])=[O:32])[CH2:26][CH2:25]1)(=O)=O.COC1C=C2C(C=CC(=O)N2CCN2CCC(NC(=O)OC(C)(C)C)CC2)=CC=1. Product: [CH3:1][O:2][C:3]1[CH:12]=[C:11]2[C:6]([N:7]=[C:8]([CH3:14])[C:9](=[O:13])[N:10]2[CH2:22][CH2:23][N:24]2[CH2:29][CH2:28][CH:27]([NH:30][C:31](=[O:32])[O:33][C:34]([CH3:37])([CH3:36])[CH3:35])[CH2:26][CH2:25]2)=[CH:5][CH:4]=1. The catalyst class is: 372. (7) Reactant: [CH2:1]([O:8][C:9]([N:11]1[CH2:16][CH2:15][C:14](=O)[CH2:13][CH2:12]1)=[O:10])[C:2]1[CH:7]=[CH:6][CH:5]=[CH:4][CH:3]=1.C1(P(=[CH:37][C:38]([O:40][CH3:41])=[O:39])(C2C=CC=CC=2)C2C=CC=CC=2)C=CC=CC=1. Product: [CH3:41][O:40][C:38](=[O:39])[CH:37]=[C:14]1[CH2:15][CH2:16][N:11]([C:9]([O:8][CH2:1][C:2]2[CH:7]=[CH:6][CH:5]=[CH:4][CH:3]=2)=[O:10])[CH2:12][CH2:13]1. The catalyst class is: 48. (8) Reactant: [CH:1]1([CH2:4][N:5]2[CH2:10][CH2:9][N:8]([C:11]3[CH:16]=[CH:15][CH:14]=[CH:13][C:12]=3[CH:17]3[CH2:22][C:21]([CH3:24])([CH3:23])[CH2:20][C:19]([CH3:26])([CH3:25])[CH2:18]3)[CH2:7][CH2:6]2)[CH2:3][CH2:2]1.[C:27]1([S:33]([OH:36])(=[O:35])=[O:34])[CH:32]=[CH:31][CH:30]=[CH:29][CH:28]=1. Product: [C:27]1([S:33]([OH:36])(=[O:35])=[O:34])[CH:32]=[CH:31][CH:30]=[CH:29][CH:28]=1.[CH:1]1([CH2:4][N:5]2[CH2:6][CH2:7][N:8]([C:11]3[CH:16]=[CH:15][CH:14]=[CH:13][C:12]=3[CH:17]3[CH2:18][C:19]([CH3:26])([CH3:25])[CH2:20][C:21]([CH3:24])([CH3:23])[CH2:22]3)[CH2:9][CH2:10]2)[CH2:3][CH2:2]1. The catalyst class is: 5.